This data is from Full USPTO retrosynthesis dataset with 1.9M reactions from patents (1976-2016). The task is: Predict the reactants needed to synthesize the given product. (1) Given the product [NH2:10][CH2:9][C@H:4]1[C@@H:3]([O:2][CH3:1])[CH2:8][CH2:7][CH2:6][N:5]1[C:24]([C:19]1[N:20]=[C:21]([CH3:23])[S:22][C:18]=1[C:15]1[CH:16]=[CH:17][C:12]([F:11])=[CH:13][CH:14]=1)=[O:25], predict the reactants needed to synthesize it. The reactants are: [CH3:1][O:2][C:3]1[C:4]([C:9]#[N:10])=[N:5][CH:6]=[CH:7][CH:8]=1.[F:11][C:12]1[CH:17]=[CH:16][C:15]([C:18]2[S:22][C:21]([CH3:23])=[N:20][C:19]=2[C:24](O)=[O:25])=[CH:14][CH:13]=1. (2) Given the product [F:55][C:50]1[CH:49]=[C:48]([CH2:47][C@H:17]([NH:16][C:61](=[O:60])[CH2:62][CH2:11][CH2:12][C:66](=[O:67])[N:7]2[CH2:1][CH2:2][CH2:3][CH2:4][CH2:5]2)[C@H:18]([OH:46])[CH2:19][N:20]([CH2:38][C:39]2[CH:44]=[CH:43][CH:42]=[C:41]([I:45])[CH:40]=2)[C:21](=[O:37])[O:22][CH2:23][CH:24]2[C:25]3[CH:26]=[CH:27][CH:28]=[CH:29][C:30]=3[C:31]3[C:36]2=[CH:35][CH:34]=[CH:33][CH:32]=3)[CH:53]=[C:52]([F:54])[CH:51]=1, predict the reactants needed to synthesize it. The reactants are: [CH:1]1[CH:2]=[CH:3][C:4]2N(O)N=[N:7][C:5]=2C=1.[CH2:11](Cl)[CH2:12]Cl.Cl.[NH2:16][C@@H:17]([CH2:47][C:48]1[CH:53]=[C:52]([F:54])[CH:51]=[C:50]([F:55])[CH:49]=1)[C@H:18]([OH:46])[CH2:19][N:20]([CH2:38][C:39]1[CH:44]=[CH:43][CH:42]=[C:41]([I:45])[CH:40]=1)[C:21](=[O:37])[O:22][CH2:23][CH:24]1[C:36]2[CH:35]=[CH:34][CH:33]=[CH:32][C:31]=2[C:30]2[C:25]1=[CH:26][CH:27]=[CH:28][CH:29]=2.CN1[CH2:62][CH2:61][O:60]CC1.CN([CH:66]=[O:67])C. (3) Given the product [CH:1]([NH:4][CH:5]([CH3:8])[CH2:6][O:7][CH2:11][O:12][CH3:13])([CH3:3])[CH3:2], predict the reactants needed to synthesize it. The reactants are: [CH:1]([NH:4][CH:5]([CH3:8])[CH2:6][OH:7])([CH3:3])[CH3:2].[H-].[Na+].[CH3:11][O:12][CH2:13]Cl.C(=O)([O-])O.[Na+]. (4) Given the product [OH:25][C:21]1[CH:20]=[C:19]([C:8]2[CH2:9][CH2:10][CH2:11][C:12]3[CH:17]=[C:16]([OH:18])[CH:15]=[CH:14][C:13]=3[C:7]=2[CH2:6][CH2:5][CH2:4][CH2:3][CH2:2][N:27]([CH3:26])[CH2:28][CH2:29][CH2:30][CH2:31][CH2:32][S:33]([CH2:35][CH2:36][CH2:37][C:38]([F:44])([F:43])[C:39]([F:40])([F:41])[F:42])=[O:34])[CH:24]=[CH:23][CH:22]=1, predict the reactants needed to synthesize it. The reactants are: Br[CH2:2][CH2:3][CH2:4][CH2:5][CH2:6][C:7]1[C:13]2[CH:14]=[CH:15][C:16]([OH:18])=[CH:17][C:12]=2[CH2:11][CH2:10][CH2:9][C:8]=1[C:19]1[CH:24]=[CH:23][CH:22]=[C:21]([OH:25])[CH:20]=1.[CH3:26][NH:27][CH2:28][CH2:29][CH2:30][CH2:31][CH2:32][S:33]([CH2:35][CH2:36][CH2:37][C:38]([F:44])([F:43])[C:39]([F:42])([F:41])[F:40])=[O:34]. (5) Given the product [Br:1][C:2]1[CH:3]=[C:4]2[C:8](=[CH:9][CH:10]=1)[N:7]([Si:14]([CH:18]([CH3:20])[CH3:19])([CH:15]([CH3:17])[CH3:16])[CH:11]([CH3:13])[CH3:12])[CH:6]=[CH:5]2, predict the reactants needed to synthesize it. The reactants are: [Br:1][C:2]1[CH:3]=[C:4]2[C:8](=[CH:9][CH:10]=1)[NH:7][CH:6]=[CH:5]2.[CH:11]([Si:14](Cl)([CH:18]([CH3:20])[CH3:19])[CH:15]([CH3:17])[CH3:16])([CH3:13])[CH3:12]. (6) Given the product [CH:11]1[C:12]2[N:13]([CH2:16][CH2:17][CH2:18][CH2:19][CH2:20][CH2:21][N:13]3[C:14]4[CH:1]=[CH:2][CH:3]=[CH:4][C:5]=4[S:6][C:7]4[C:12]3=[CH:11][CH:10]=[CH:9][CH:8]=4)[C:14]3[C:5](=[CH:4][CH:3]=[CH:2][CH:1]=3)[S:6][C:7]=2[CH:8]=[CH:9][CH:10]=1, predict the reactants needed to synthesize it. The reactants are: [CH:1]1[C:14]2[NH:13][C:12]3[C:7](=[CH:8][CH:9]=[CH:10][CH:11]=3)[S:6][C:5]=2[CH:4]=[CH:3][CH:2]=1.Br[CH2:16][CH2:17][CH2:18][CH2:19][CH2:20][CH2:21]Br.[OH-].[K+].